Task: Predict which catalyst facilitates the given reaction.. Dataset: Catalyst prediction with 721,799 reactions and 888 catalyst types from USPTO (1) Reactant: [F:1][C:2]1[CH:7]=[C:6]([F:8])[CH:5]=[C:4]([F:9])[C:3]=1[N:10]1[C:14](=[O:15])[C:13]2[CH:16]=[CH:17][S:18][C:12]=2[C:11]1=[O:19].S(=O)(=O)(O)O.C1C(=O)N([Br:32])C(=O)C1. Product: [Br:32][C:17]1[S:18][C:12]2[C:11](=[O:19])[N:10]([C:3]3[C:4]([F:9])=[CH:5][C:6]([F:8])=[CH:7][C:2]=3[F:1])[C:14](=[O:15])[C:13]=2[CH:16]=1. The catalyst class is: 574. (2) Reactant: [C:1]([C:4]1[CH:5]=[CH:6][C:7]([C:25]2[CH:30]=[CH:29][CH:28]=[C:27]([N:31]3[C:40](=[O:41])[C:39]4[C:34](=[CH:35][CH:36]=[CH:37][CH:38]=4)[N:33]=[CH:32]3)[C:26]=2[CH3:42])=[C:8]2[C:12]=1[NH:11][C:10]([C:13]1[CH2:14][N:15](C(OC(C)(C)C)=O)[CH2:16][CH:17]=1)=[CH:9]2)(=[O:3])[NH2:2].[ClH:43].CCOC(C)=O. Product: [ClH:43].[NH:15]1[CH2:16][CH:17]=[C:13]([C:10]2[NH:11][C:12]3[C:8]([CH:9]=2)=[C:7]([C:25]2[CH:30]=[CH:29][CH:28]=[C:27]([N:31]4[C:40](=[O:41])[C:39]5[C:34](=[CH:35][CH:36]=[CH:37][CH:38]=5)[N:33]=[CH:32]4)[C:26]=2[CH3:42])[CH:6]=[CH:5][C:4]=3[C:1]([NH2:2])=[O:3])[CH2:14]1. The catalyst class is: 25. (3) Reactant: [CH3:1][C@H:2]1[O:7][C@@H:6]([CH3:8])[CH2:5][NH:4][CH2:3]1.C(N(C(C)C)CC)(C)C.[CH:18]1([CH2:24][N:25]2[C:29]3[CH:30]=[CH:31][C:32]([C:34](O)=[O:35])=[CH:33][C:28]=3[N:27]=[C:26]2[C:37]([CH3:41])([CH3:40])[CH2:38][CH3:39])[CH2:23][CH2:22][CH2:21][CH2:20][CH2:19]1.CN(C(ON1N=NC2C=CC=NC1=2)=[N+](C)C)C.F[P-](F)(F)(F)(F)F. Product: [CH:18]1([CH2:24][N:25]2[C:29]3[CH:30]=[CH:31][C:32]([C:34]([N:4]4[CH2:5][C@H:6]([CH3:8])[O:7][C@H:2]([CH3:1])[CH2:3]4)=[O:35])=[CH:33][C:28]=3[N:27]=[C:26]2[C:37]([CH3:40])([CH3:41])[CH2:38][CH3:39])[CH2:19][CH2:20][CH2:21][CH2:22][CH2:23]1. The catalyst class is: 18.